This data is from Catalyst prediction with 721,799 reactions and 888 catalyst types from USPTO. The task is: Predict which catalyst facilitates the given reaction. (1) Reactant: I[C:2]1[C:3]2[S:11][CH:10]=[C:9]([C:12]3[CH:13]=[C:14]4[C:18](=[CH:19][CH:20]=3)[N:17]([C:21](=[O:29])[CH2:22][C:23]3[CH:28]=[CH:27][CH:26]=[CH:25][CH:24]=3)[CH2:16][CH2:15]4)[C:4]=2[C:5]([NH2:8])=[N:6][CH:7]=1.B1([C:39]2[CH2:44][CH2:43][N:42]([C:45]([O:47][C:48]([CH3:51])([CH3:50])[CH3:49])=[O:46])[CH2:41][CH:40]=2)OC(C)(C)C(C)(C)O1.C(=O)(O)[O-].[Na+].CCOC(C)=O. Product: [NH2:8][C:5]1[C:4]2[C:9]([C:12]3[CH:13]=[C:14]4[C:18](=[CH:19][CH:20]=3)[N:17]([C:21](=[O:29])[CH2:22][C:23]3[CH:28]=[CH:27][CH:26]=[CH:25][CH:24]=3)[CH2:16][CH2:15]4)=[CH:10][S:11][C:3]=2[C:2]([C:39]2[CH2:44][CH2:43][N:42]([C:45]([O:47][C:48]([CH3:51])([CH3:50])[CH3:49])=[O:46])[CH2:41][CH:40]=2)=[CH:7][N:6]=1. The catalyst class is: 368. (2) Reactant: COC1C=CC=C(OC)C=1C1C=CC=CC=1P(C1CCCCC1)C1CCCCC1.Cl[C:31]1[CH:32]=[N:33][C:34]2[C:35](=[O:44])[NH:36][CH:37]([O:42][CH3:43])[CH:38]([F:41])[C:39]=2[CH:40]=1.[CH3:45][N:46](C=O)C. Product: [F:41][CH:38]1[CH:37]([O:42][CH3:43])[NH:36][C:35](=[O:44])[C:34]2[N:33]=[CH:32][C:31]([C:45]#[N:46])=[CH:40][C:39]1=2. The catalyst class is: 110. (3) Reactant: C(Cl)(=O)C(Cl)=O.[Cl:7][C:8]1[N:13]=[CH:12][C:11]([C:14](O)=O)=[CH:10][CH:9]=1.C[N:18](C=O)C.N1C(Cl)=NC(Cl)=NC=1Cl. Product: [Cl:7][C:8]1[N:13]=[CH:12][C:11]([C:14]#[N:18])=[CH:10][CH:9]=1. The catalyst class is: 2. (4) Reactant: [F:1][C:2]1[CH:3]=[C:4]([C:12](OC)=[O:13])[C:5]2[O:9][C:8]([CH3:10])=[CH:7][C:6]=2[CH:11]=1.[H-].[H-].[H-].[H-].[Li+].[Al+3]. Product: [F:1][C:2]1[CH:3]=[C:4]([CH2:12][OH:13])[C:5]2[O:9][C:8]([CH3:10])=[CH:7][C:6]=2[CH:11]=1. The catalyst class is: 7. (5) Reactant: O[C@H:2]1[C@@H:7]2[O:8][CH:9]([C:12]3[CH:17]=[CH:16][CH:15]=[CH:14][CH:13]=3)[O:10][CH2:11][C@H:6]2[O:5][CH2:4][C@@H:3]1[O:18][C:19](=[O:21])[CH3:20].CCN(C(C)C)C(C)C.[F:31]C(F)(F)S(OS(C(F)(F)F)(=O)=O)(=O)=O.[F-].C([N+](CCCC)(CCCC)CCCC)CCC. Product: [F:31][C@@H:2]1[C@H:7]2[O:8][CH:9]([C:12]3[CH:17]=[CH:16][CH:15]=[CH:14][CH:13]=3)[O:10][CH2:11][C@H:6]2[O:5][CH2:4][C@@H:3]1[O:18][C:19](=[O:21])[CH3:20]. The catalyst class is: 569. (6) Reactant: [CH2:1]([O:3][C:4]([C:6]1[C:17]2[CH2:16][CH2:15][C:14]3[NH:13][N:12]=[CH:11][C:10]=3[C:9]=2[N:8]([CH3:18])[CH:7]=1)=[O:5])[CH3:2].C(C1C(=O)C(Cl)=C(Cl)C(=O)C=1C#N)#N. Product: [CH2:1]([O:3][C:4]([C:6]1[C:17]2[C:9](=[C:10]3[C:14](=[CH:15][CH:16]=2)[NH:13][N:12]=[CH:11]3)[N:8]([CH3:18])[CH:7]=1)=[O:5])[CH3:2]. The catalyst class is: 12. (7) Reactant: [CH:1]1([CH2:4][NH:5][C:6](=[O:17])[NH:7][C:8]2[CH:16]=[CH:15][C:11]([C:12]([OH:14])=O)=[CH:10][CH:9]=2)[CH2:3][CH2:2]1.[F:18][C:19]([F:42])([F:41])[C:20]([C:26]1[CH:31]=[CH:30][C:29]([CH2:32][N:33]2[CH2:38][CH2:37][NH:36][CH2:35][C@@H:34]2[CH2:39][OH:40])=[CH:28][CH:27]=1)([OH:25])[C:21]([F:24])([F:23])[F:22].C(N(CC)CC)C.CCCP1(OP(CCC)(=O)OP(CCC)(=O)O1)=O. Product: [CH:1]1([CH2:4][NH:5][C:6]([NH:7][C:8]2[CH:9]=[CH:10][C:11]([C:12]([N:36]3[CH2:37][CH2:38][N:33]([CH2:32][C:29]4[CH:30]=[CH:31][C:26]([C:20]([OH:25])([C:19]([F:18])([F:41])[F:42])[C:21]([F:24])([F:22])[F:23])=[CH:27][CH:28]=4)[C@@H:34]([CH2:39][OH:40])[CH2:35]3)=[O:14])=[CH:15][CH:16]=2)=[O:17])[CH2:2][CH2:3]1. The catalyst class is: 4. (8) Reactant: CN1CCCC1.[NH2:7][C:8]1[N:13]=[C:12]([N:14]2[C:23]3[C:18](=[CH:19][C:20]([F:26])=[C:21](F)[C:22]=3[Cl:24])[C:17](=[O:27])[C:16]([C:28]([OH:30])=[O:29])=[CH:15]2)[C:11]([F:31])=[CH:10][C:9]=1[F:32].C(OC([NH:40][C@@:41]12[CH2:48][CH2:47][CH2:46][C@:45]1([F:49])[CH2:44][NH:43][CH2:42]2)=O)(C)(C)C. Product: [NH2:40][C@@:41]12[CH2:48][CH2:47][CH2:46][C@:45]1([F:49])[CH2:44][N:43]([C:21]1[C:22]([Cl:24])=[C:23]3[C:18]([C:17](=[O:27])[C:16]([C:28]([OH:30])=[O:29])=[CH:15][N:14]3[C:12]3[C:11]([F:31])=[CH:10][C:9]([F:32])=[C:8]([NH2:7])[N:13]=3)=[CH:19][C:20]=1[F:26])[CH2:42]2. The catalyst class is: 10.